The task is: Predict the reactants needed to synthesize the given product.. This data is from Full USPTO retrosynthesis dataset with 1.9M reactions from patents (1976-2016). (1) Given the product [CH3:9][C:6]1[C:5]2[CH:10]=[C:11]([OH:12])[C:2]([F:1])=[CH:3][C:4]=2[O:8][N:7]=1, predict the reactants needed to synthesize it. The reactants are: [F:1][C:2]1[C:11]([O:12]C)=[CH:10][C:5]2[C:6]([CH3:9])=[N:7][O:8][C:4]=2[CH:3]=1.B(Br)(Br)Br. (2) Given the product [NH2:6][C:5]1[C:4]([O:15][CH3:16])=[CH:3][C:2]([Cl:1])=[CH:14][C:13]=1[C:24](=[O:25])[C:23]([F:30])([F:29])[F:22], predict the reactants needed to synthesize it. The reactants are: [Cl:1][C:2]1[CH:14]=[CH:13][C:5]([NH:6]C(=O)C(C)(C)C)=[C:4]([O:15][CH3:16])[CH:3]=1.[Li]C(CC)C.[F:22][C:23]([F:30])([F:29])[C:24](OCC)=[O:25].Cl.C([O-])([O-])=O.[K+].[K+]. (3) Given the product [F:10][C:11]1[CH:17]=[CH:16][C:14]([NH:15][C:1](=[O:8])[CH2:2][C:3]([NH:15][C:14]2[CH:16]=[CH:17][C:11]([F:10])=[CH:12][CH:13]=2)=[O:4])=[CH:13][CH:12]=1, predict the reactants needed to synthesize it. The reactants are: [C:1]([O:8]C)(=O)[CH2:2][C:3](OC)=[O:4].[F:10][C:11]1[CH:17]=[CH:16][C:14]([NH2:15])=[CH:13][CH:12]=1. (4) Given the product [C:1]([N:4]1[C:13]2[C:8](=[CH:9][C:10]([C:14]#[N:15])=[CH:11][CH:12]=2)[C@H:7]([NH:16][C:17]2[C:18]([CH2:19][OH:20])=[CH:23][CH:24]=[CH:25][N:26]=2)[C@@H:6]([CH3:27])[C@@H:5]1[CH:28]1[CH2:30][CH2:29]1)(=[O:3])[CH3:2], predict the reactants needed to synthesize it. The reactants are: [C:1]([N:4]1[C:13]2[C:8](=[CH:9][C:10]([C:14]#[N:15])=[CH:11][CH:12]=2)[C@H:7]([NH:16][C:17]2[N:26]=[CH:25][CH:24]=[CH:23][C:18]=2[C:19](OC)=[O:20])[C@@H:6]([CH3:27])[C@@H:5]1[CH:28]1[CH2:30][CH2:29]1)(=[O:3])[CH3:2].[Cl-].[Ca+2].[Cl-].[BH4-].[Na+].